Dataset: Full USPTO retrosynthesis dataset with 1.9M reactions from patents (1976-2016). Task: Predict the reactants needed to synthesize the given product. (1) Given the product [C:14]1([S:20]([N:1]2[C:9]3[CH:8]=[CH:7][CH:6]=[C:5]([CH:10]=[O:11])[C:4]=3[CH:3]=[CH:2]2)(=[O:22])=[O:21])[CH:19]=[CH:18][CH:17]=[CH:16][CH:15]=1, predict the reactants needed to synthesize it. The reactants are: [NH:1]1[C:9]2[CH:8]=[CH:7][CH:6]=[C:5]([CH:10]=[O:11])[C:4]=2[CH:3]=[CH:2]1.[H-].[Na+].[C:14]1([S:20](Cl)(=[O:22])=[O:21])[CH:19]=[CH:18][CH:17]=[CH:16][CH:15]=1.O. (2) Given the product [C:1]([O:5][C:6]([N:8]1[CH2:12][CH2:11][C@H:10]([O:13][C:14]2[CH:15]=[CH:16][C:17]3[O:22][CH2:21][CH2:20][N:19]([C:23]4[CH:24]=[N:25][C:26]([O:32][CH3:33])=[C:27]([NH:37][C:59]([O:62][C:65]([CH3:67])([CH3:66])[CH3:64])=[O:60])[CH:31]=4)[C:18]=3[CH:34]=2)[CH2:9]1)=[O:7])([CH3:2])([CH3:3])[CH3:4], predict the reactants needed to synthesize it. The reactants are: [C:1]([O:5][C:6]([N:8]1[CH2:12][CH2:11][C@H:10]([O:13][C:14]2[CH:15]=[CH:16][C:17]3[O:22][CH2:21][CH2:20][N:19]([C:23]4[CH:24]=[N:25][C:26]([O:32][CH3:33])=[C:27]([CH:31]=4)C(O)=O)[C:18]=3[CH:34]=2)[CH2:9]1)=[O:7])([CH3:4])([CH3:3])[CH3:2].CC[N:37](CC)CC.C1C=CC(P(N=[N+]=[N-])(C2C=CC=CC=2)=O)=CC=1.[C:59]([O-:62])(O)=[O:60].[Na+].[CH3:64][C:65](O)([CH3:67])[CH3:66]. (3) Given the product [CH3:19][NH:18][C:16]1[C:15]([C:20]([F:22])([F:21])[F:23])=[CH:14][N:13]=[C:12]([NH:10][C:9]2[CH:8]=[N:7][N:4]3[CH2:5][CH2:6][N:2]([CH3:1])[C:3]=23)[N:17]=1, predict the reactants needed to synthesize it. The reactants are: [CH3:1][N:2]1[CH2:6][CH2:5][N:4]2[N:7]=[CH:8][C:9]([NH2:10])=[C:3]12.Cl[C:12]1[N:17]=[C:16]([NH:18][CH3:19])[C:15]([C:20]([F:23])([F:22])[F:21])=[CH:14][N:13]=1.C(=O)([O-])[O-].[Cs+].[Cs+].CC(C1C=C(C(C)C)C(C2C(P(C3CCCCC3)C3CCCCC3)=C(OC)C=CC=2OC)=C(C(C)C)C=1)C. (4) Given the product [N:1]1([C:14]2[CH:19]=[CH:18][C:17]([CH2:20][CH2:21][NH2:22])=[CH:16][CH:15]=2)[C:13]2[C:12]3[CH:11]=[CH:10][CH:9]=[CH:8][C:7]=3[N:6]=[CH:5][C:4]=2[N:3]=[CH:2]1, predict the reactants needed to synthesize it. The reactants are: [N:1]1([C:14]2[CH:19]=[CH:18][C:17]([CH2:20][C:21]#[N:22])=[CH:16][CH:15]=2)[C:13]2[C:12]3[CH:11]=[CH:10][CH:9]=[CH:8][C:7]=3[N:6]=[CH:5][C:4]=2[N:3]=[CH:2]1. (5) Given the product [Br:1][C:2]1[CH:3]=[CH:4][C:5]([C:8]2[CH:9]=[CH:10][C:11]([C:14]([N:17]3[CH2:21][CH2:20][C@@H:19]([OH:22])[CH2:18]3)=[O:16])=[CH:12][CH:13]=2)=[CH:6][CH:7]=1, predict the reactants needed to synthesize it. The reactants are: [Br:1][C:2]1[CH:7]=[CH:6][C:5]([C:8]2[CH:13]=[CH:12][C:11]([C:14]([OH:16])=O)=[CH:10][CH:9]=2)=[CH:4][CH:3]=1.[NH:17]1[CH2:21][CH2:20][C@@H:19]([OH:22])[CH2:18]1.CN(C(ON1N=NC2C=CC=NC1=2)=[N+](C)C)C.F[P-](F)(F)(F)(F)F.